This data is from Merck oncology drug combination screen with 23,052 pairs across 39 cell lines. The task is: Regression. Given two drug SMILES strings and cell line genomic features, predict the synergy score measuring deviation from expected non-interaction effect. Drug 1: COC12C(COC(N)=O)C3=C(C(=O)C(C)=C(N)C3=O)N1CC1NC12. Drug 2: CS(=O)(=O)CCNCc1ccc(-c2ccc3ncnc(Nc4ccc(OCc5cccc(F)c5)c(Cl)c4)c3c2)o1. Cell line: KPL1. Synergy scores: synergy=18.3.